Dataset: Forward reaction prediction with 1.9M reactions from USPTO patents (1976-2016). Task: Predict the product of the given reaction. (1) Given the reactants [CH2:1]([N:8]([CH2:29][CH2:30][CH2:31][N:32]1[CH2:37][CH2:36][O:35][CH2:34][CH2:33]1)[C:9]([C:11]1[CH:16]=[CH:15][C:14]([NH:17][C:18]([N:20]2[CH2:28][C:27]3[C:22](=[CH:23][CH:24]=[CH:25][CH:26]=3)[CH2:21]2)=[O:19])=[CH:13][CH:12]=1)=O)[C:2]1[CH:7]=[CH:6][CH:5]=[CH:4][CH:3]=1.Cl, predict the reaction product. The product is: [CH2:1]([N:8]([CH2:9][C:11]1[CH:16]=[CH:15][C:14]([NH:17][C:18]([N:20]2[CH2:21][C:22]3[C:27](=[CH:26][CH:25]=[CH:24][CH:23]=3)[CH2:28]2)=[O:19])=[CH:13][CH:12]=1)[CH2:29][CH2:30][CH2:31][N:32]1[CH2:33][CH2:34][O:35][CH2:36][CH2:37]1)[C:2]1[CH:3]=[CH:4][CH:5]=[CH:6][CH:7]=1. (2) The product is: [C:1]([C:3]1[CH:4]=[CH:5][C:6]([F:12])=[C:7]([CH:11]=1)[C:8]([NH:13][C:14]1[CH:19]=[CH:18][CH:17]=[C:16]([S:20](=[O:22])(=[O:21])[NH2:23])[CH:15]=1)=[O:10])#[N:2]. Given the reactants [C:1]([C:3]1[CH:4]=[CH:5][C:6]([F:12])=[C:7]([CH:11]=1)[C:8]([OH:10])=O)#[N:2].[NH2:13][C:14]1[CH:15]=[C:16]([S:20]([NH2:23])(=[O:22])=[O:21])[CH:17]=[CH:18][CH:19]=1.CN(C(ON1N=NC2C=CC=NC1=2)=[N+](C)C)C.F[P-](F)(F)(F)(F)F.CN1CCOCC1, predict the reaction product.